Dataset: Full USPTO retrosynthesis dataset with 1.9M reactions from patents (1976-2016). Task: Predict the reactants needed to synthesize the given product. (1) Given the product [CH3:34][N:32]([CH3:33])[CH:29]1[CH2:30][CH2:31][N:26]([C:10]2[C:11]3[C:12](=[N:13][CH:14]=[CH:15][C:16]=3[O:17][C:18]3[CH:23]=[CH:22][C:21]([NH:24][C:51]([C:48]4[C:49](=[O:50])[N:44]([C:41]5[CH:42]=[CH:43][C:38]([F:37])=[CH:39][CH:40]=5)[N:45]=[CH:46][CH:47]=4)=[O:52])=[CH:20][C:19]=3[F:25])[N:8]([CH2:7][C:6]3[CH:5]=[CH:4][C:3]([O:2][CH3:1])=[CH:36][CH:35]=3)[N:9]=2)[CH2:27][CH2:28]1, predict the reactants needed to synthesize it. The reactants are: [CH3:1][O:2][C:3]1[CH:36]=[CH:35][C:6]([CH2:7][N:8]2[C:12]3=[N:13][CH:14]=[CH:15][C:16]([O:17][C:18]4[CH:23]=[CH:22][C:21]([NH2:24])=[CH:20][C:19]=4[F:25])=[C:11]3[C:10]([N:26]3[CH2:31][CH2:30][CH:29]([N:32]([CH3:34])[CH3:33])[CH2:28][CH2:27]3)=[N:9]2)=[CH:5][CH:4]=1.[F:37][C:38]1[CH:43]=[CH:42][C:41]([N:44]2[C:49](=[O:50])[C:48]([C:51](O)=[O:52])=[CH:47][CH:46]=[N:45]2)=[CH:40][CH:39]=1.Cl.C(N=C=NCCCN(C)C)C.N1(O)C2C=CC=CC=2N=N1.C(N(C(C)C)C(C)C)C. (2) Given the product [CH3:1][O:2][C:3]1[CH:4]=[C:5]2[C:10](=[N:11][CH:12]=1)[N:9]=[CH:8][CH:7]=[C:6]2[N:13]1[CH2:18][CH2:17][CH:16]([CH2:19][CH2:20][NH:21][CH2:40][C:37]2[CH:38]=[CH:39][C:33]3[S:32][CH2:31][C:30](=[O:29])[NH:35][C:34]=3[N:36]=2)[CH2:15][CH2:14]1, predict the reactants needed to synthesize it. The reactants are: [CH3:1][O:2][C:3]1[CH:4]=[C:5]2[C:10](=[N:11][CH:12]=1)[N:9]=[CH:8][CH:7]=[C:6]2[N:13]1[CH2:18][CH2:17][CH:16]([CH2:19][CH2:20][NH2:21])[CH2:15][CH2:14]1.[O-]S([O-])(=O)=O.[Na+].[Na+].[O:29]=[C:30]1[NH:35][C:34]2[N:36]=[C:37]([CH:40]=O)[CH:38]=[CH:39][C:33]=2[S:32][CH2:31]1.[BH4-].[Na+].